Dataset: Forward reaction prediction with 1.9M reactions from USPTO patents (1976-2016). Task: Predict the product of the given reaction. (1) Given the reactants [CH3:1][C:2]1[CH:7]=[CH:6][C:5]([N:8]2[CH2:13][CH2:12][NH:11][CH2:10][CH2:9]2)=[CH:4][CH:3]=1.[C:14]1([C:22]2[CH:27]=[CH:26][CH:25]=[CH:24][CH:23]=2)[C:15]([CH:20]=O)=[CH:16][CH:17]=[CH:18][CH:19]=1.[BH-](OC(C)=O)(OC(C)=O)OC(C)=O.[Na+].C1(C2C=CC=CC=2)C=CC=CC=1CN1CCN(C2C=CC=CC=2)CC1, predict the reaction product. The product is: [C:14]1([C:22]2[CH:23]=[CH:24][CH:25]=[CH:26][CH:27]=2)[CH:19]=[CH:18][CH:17]=[CH:16][C:15]=1[CH2:20][N:11]1[CH2:12][CH2:13][N:8]([C:5]2[CH:4]=[CH:3][C:2]([CH3:1])=[CH:7][CH:6]=2)[CH2:9][CH2:10]1. (2) Given the reactants C[O:2][C:3]([C:5]1[O:6][C:7]2[CH:13]=[CH:12][C:11]([O:14][CH2:15][CH2:16][N:17]3[CH2:21][CH2:20][CH2:19][CH2:18]3)=[CH:10][C:8]=2[CH:9]=1)=[O:4].[OH-].[Li+], predict the reaction product. The product is: [N:17]1([CH2:16][CH2:15][O:14][C:11]2[CH:12]=[CH:13][C:7]3[O:6][C:5]([C:3]([OH:4])=[O:2])=[CH:9][C:8]=3[CH:10]=2)[CH2:18][CH2:19][CH2:20][CH2:21]1. (3) Given the reactants Br[C:2]1[C:3]([NH:11][C:12](=[O:21])[CH2:13][C:14]2[CH:19]=[CH:18][C:17]([F:20])=[CH:16][CH:15]=2)=[N:4][N:5]2[CH:10]=[CH:9][CH:8]=[N:7][C:6]=12.[CH3:22][C:23]([CH3:30])([CH3:29])[CH:24]=[CH:25]B(O)O, predict the reaction product. The product is: [CH3:22][C:23]([CH3:30])([CH3:29])/[CH:24]=[CH:25]/[C:2]1[C:3]([NH:11][C:12](=[O:21])[CH2:13][C:14]2[CH:19]=[CH:18][C:17]([F:20])=[CH:16][CH:15]=2)=[N:4][N:5]2[CH:10]=[CH:9][CH:8]=[N:7][C:6]=12. (4) Given the reactants [H-].[Na+].FC(F)(F)C(O)=O.FC(F)(F)C(O)=O.[OH:17][C:18]1[CH:19]=[CH:20][C:21]2[C:22]3[N:23]([CH2:39][CH2:40][N:41]=3)[C:24]([NH:30][C:31]([C:33]3[CH:34]=[N:35][CH:36]=[N:37][CH:38]=3)=[O:32])=[N:25][C:26]=2[C:27]=1[O:28][CH3:29].Cl.Cl[CH2:44][CH2:45][N:46]([CH3:48])[CH3:47], predict the reaction product. The product is: [CH3:47][N:46]([CH3:48])[CH2:45][CH2:44][O:17][C:18]1[CH:19]=[CH:20][C:21]2[C:22]3[N:23]([CH2:39][CH2:40][N:41]=3)[C:24]([NH:30][C:31]([C:33]3[CH:34]=[N:35][CH:36]=[N:37][CH:38]=3)=[O:32])=[N:25][C:26]=2[C:27]=1[O:28][CH3:29]. (5) Given the reactants [F:1][C:2]1[CH:7]=[CH:6][C:5]([NH:8][C:9]2[O:13][C:12]([C:14]([NH:16][C:17]3[CH:22]=[CH:21][C:20]([C@H:23]4[CH2:28][CH2:27][C@H:26]([O:29][CH2:30][CH2:31][C:32]([O:34][CH3:35])=[O:33])[CH2:25][CH2:24]4)=[CH:19][C:18]=3[N+:36]([O-])=O)=[O:15])=[N:11][N:10]=2)=[CH:4][CH:3]=1, predict the reaction product. The product is: [NH2:36][C:18]1[CH:19]=[C:20]([C@H:23]2[CH2:24][CH2:25][C@H:26]([O:29][CH2:30][CH2:31][C:32]([O:34][CH3:35])=[O:33])[CH2:27][CH2:28]2)[CH:21]=[CH:22][C:17]=1[NH:16][C:14]([C:12]1[O:13][C:9]([NH:8][C:5]2[CH:4]=[CH:3][C:2]([F:1])=[CH:7][CH:6]=2)=[N:10][N:11]=1)=[O:15]. (6) Given the reactants [Cl:1][C:2]1[N:11]=[C:10]2[C:5]([CH:6]=[C:7]([C:16]([O:18]CC)=[O:17])[C:8]([C:12]([F:15])([F:14])[F:13])=[N:9]2)=[CH:4][CH:3]=1.O.O.[OH-].[Li+].Cl, predict the reaction product. The product is: [Cl:1][C:2]1[N:11]=[C:10]2[C:5]([CH:6]=[C:7]([C:16]([OH:18])=[O:17])[C:8]([C:12]([F:15])([F:13])[F:14])=[N:9]2)=[CH:4][CH:3]=1. (7) Given the reactants [Cl:1][C:2]1[N:3]=[C:4]2[C:9](=[CH:10][CH:11]=1)[N:8]=[CH:7][C:6]([C:12](=[O:14])[CH3:13])=[C:5]2[NH:15][C@H:16]1[CH2:21][CH2:20][C@H:19]([N:22]([CH3:24])[CH3:23])[CH2:18][CH2:17]1.[Cl:25][C:26]1[CH:31]=[C:30](B2OC(C)(C)C(C)(C)O2)[CH:29]=[C:28]([Cl:41])[C:27]=1[OH:42].C1(N)C(F)=C(F)C(F)=C(N)C=1F.Cl.Cl, predict the reaction product. The product is: [ClH:1].[ClH:25].[Cl:25][C:26]1[CH:31]=[C:30]([C:2]2[N:3]=[C:4]3[C:9](=[CH:10][CH:11]=2)[N:8]=[CH:7][C:6]([C:12](=[O:14])[CH3:13])=[C:5]3[NH:15][C@H:16]2[CH2:21][CH2:20][C@H:19]([N:22]([CH3:24])[CH3:23])[CH2:18][CH2:17]2)[CH:29]=[C:28]([Cl:41])[C:27]=1[OH:42]. (8) Given the reactants [CH3:1][CH:2]([C:4]1[CH:5]=[CH:6][CH:7]=[C:8]([CH:11]([CH3:13])[CH3:12])[C:9]=1[OH:10])[CH3:3].CCN=C=NCCCN(C)C.C1C=CC2N(O)N=NC=2C=1.[NH2:35][CH2:36][CH2:37][N:38]1[CH2:42][CH2:41][CH2:40][CH2:39]1.[C:43](O)(=[O:54])[CH2:44][C:45](CC(O)=O)([C:47](O)=[O:48])O, predict the reaction product. The product is: [CH:11]([C:8]1[CH:7]=[CH:6][CH:5]=[C:4]([CH:2]([CH3:1])[CH3:3])[C:9]=1[O:10][C:43](=[O:54])[CH2:44][CH2:45][C:47]([NH:35][CH2:36][CH2:37][N:38]1[CH2:42][CH2:41][CH2:40][CH2:39]1)=[O:48])([CH3:13])[CH3:12].